Task: Predict the reactants needed to synthesize the given product.. Dataset: Full USPTO retrosynthesis dataset with 1.9M reactions from patents (1976-2016) Given the product [Br:2][CH2:3][CH2:4][CH2:5][NH:6][C:17](=[O:18])[CH2:16][S:15][C:9]1[CH:14]=[CH:13][CH:12]=[CH:11][CH:10]=1, predict the reactants needed to synthesize it. The reactants are: Br.[Br:2][CH2:3][CH2:4][CH2:5][NH2:6].[OH-].[Na+].[C:9]1([S:15][CH2:16][C:17](Cl)=[O:18])[CH:14]=[CH:13][CH:12]=[CH:11][CH:10]=1.